This data is from Full USPTO retrosynthesis dataset with 1.9M reactions from patents (1976-2016). The task is: Predict the reactants needed to synthesize the given product. Given the product [O:3]1[C:4]2([CH2:9][CH2:8][C:7]([C:52]3[CH:53]=[CH:54][C:49]([C:47]([O:46][CH2:44][CH3:45])=[O:48])=[CH:50][CH:51]=3)=[CH:6][CH2:5]2)[O:11][CH2:1][CH2:2]1, predict the reactants needed to synthesize it. The reactants are: [CH2:1]1[O:11][C:4]2([CH2:9][CH2:8][C:7](=O)[CH2:6][CH2:5]2)[O:3][CH2:2]1.C[Si]([N-][Si](C)(C)C)(C)C.[Li+].FC(F)(F)S(N(C1C=CC(Cl)=CN=1)S(C(F)(F)F)(=O)=O)(=O)=O.[CH2:44]([O:46][C:47]([C:49]1[CH:54]=[CH:53][C:52](B(O)O)=[CH:51][CH:50]=1)=[O:48])[CH3:45].C(=O)([O-])[O-].[Na+].[Na+].